This data is from Full USPTO retrosynthesis dataset with 1.9M reactions from patents (1976-2016). The task is: Predict the reactants needed to synthesize the given product. (1) Given the product [Cl:1][C:2]1[S:6][C:5]([CH2:7][N:8]2[C:12]3=[N:13][CH:14]=[CH:15][CH:16]=[C:11]3[C:10]([CH:17]3[CH2:18][CH2:19][N:20]([CH2:36][CH2:35][O:34][C:27]4[C:28]([O:32][CH3:33])=[CH:29][CH:30]=[CH:31][C:26]=4[C:25]([OH:38])=[O:24])[CH2:21][CH2:22]3)=[CH:9]2)=[CH:4][CH:3]=1, predict the reactants needed to synthesize it. The reactants are: [Cl:1][C:2]1[S:6][C:5]([CH2:7][N:8]2[C:12]3=[N:13][CH:14]=[CH:15][CH:16]=[C:11]3[C:10]([CH:17]3[CH2:22][CH2:21][NH:20][CH2:19][CH2:18]3)=[CH:9]2)=[CH:4][CH:3]=1.C[O:24][C:25](=[O:38])[C:26]1[CH:31]=[CH:30][CH:29]=[C:28]([O:32][CH3:33])[C:27]=1[O:34][CH2:35][CH2:36]Cl. (2) Given the product [C:11]1([C:9]2[CH:8]=[CH:7][N:6]3[C:2]([C:21]4[S:17][CH:18]=[N:19][CH:20]=4)=[CH:3][N:4]=[C:5]3[CH:10]=2)[CH:16]=[CH:15][CH:14]=[CH:13][CH:12]=1, predict the reactants needed to synthesize it. The reactants are: Br[C:2]1[N:6]2[CH:7]=[CH:8][C:9]([C:11]3[CH:16]=[CH:15][CH:14]=[CH:13][CH:12]=3)=[CH:10][C:5]2=[N:4][CH:3]=1.[S:17]1[CH:21]=[CH:20][N:19]=[CH:18]1.CC([O-])=O.[K+].CN(C)C(=O)C. (3) The reactants are: [CH2:1]([O:8][C:9]1[CH:10]=[C:11]([C:15]2[CH2:19][C:18]([CH2:25][C:26]([O:28]CCCC)=[O:27])([CH2:20][C:21]([O:23]C)=[O:22])[O:17][N:16]=2)[CH:12]=[CH:13][CH:14]=1)[C:2]1[CH:7]=[CH:6][CH:5]=[CH:4][CH:3]=1.C1COCC1.[OH-].[Na+].Cl. Given the product [CH2:1]([O:8][C:9]1[CH:10]=[C:11]([C:15]2[CH2:19][C:18]([CH2:25][C:26]([OH:28])=[O:27])([CH2:20][C:21]([OH:23])=[O:22])[O:17][N:16]=2)[CH:12]=[CH:13][CH:14]=1)[C:2]1[CH:3]=[CH:4][CH:5]=[CH:6][CH:7]=1, predict the reactants needed to synthesize it. (4) Given the product [NH2:21][C:18]1[CH:17]=[CH:16][C:15]([CH2:14][CH:9]([NH:8][C:6]([O:5][C:1]([CH3:4])([CH3:3])[CH3:2])=[O:7])[C:10]([O:12][CH3:13])=[O:11])=[CH:20][CH:19]=1, predict the reactants needed to synthesize it. The reactants are: [C:1]([O:5][C:6]([NH:8][CH:9]([CH2:14][C:15]1[CH:20]=[CH:19][C:18]([N+:21]([O-])=O)=[CH:17][CH:16]=1)[C:10]([O:12][CH3:13])=[O:11])=[O:7])([CH3:4])([CH3:3])[CH3:2]. (5) Given the product [F:34][C:31]([F:32])([F:33])[C:27]1[N:26]=[C:25]([N:22]2[CH2:21][CH2:20][NH:19][CH2:24][CH2:23]2)[CH:30]=[CH:29][CH:28]=1, predict the reactants needed to synthesize it. The reactants are: C([C@]1(C([N:19]2[CH2:24][CH2:23][N:22]([C:25]3[CH:30]=[CH:29][CH:28]=[C:27]([C:31]([F:34])([F:33])[F:32])[N:26]=3)[CH2:21][CH2:20]2)=O)CC[C@@H](NC(=O)OC(C)(C)C)C1)(C)C.Cl. (6) Given the product [CH3:13][C:11]1[CH:10]=[C:6]([CH:5]=[C:4]([N:3]2[CH2:1][CH2:2][O:21][CH2:15][CH2:14]2)[N:12]=1)[C:7]([OH:9])=[O:8], predict the reactants needed to synthesize it. The reactants are: [CH2:1]([N:3]([CH2:14][CH3:15])[C:4]1[CH:5]=[C:6]([CH:10]=[C:11]([CH3:13])[N:12]=1)[C:7]([OH:9])=[O:8])[CH3:2].ClC1C=C(C=C(Cl)N=1)C(O)=[O:21].N1CCOCC1.